From a dataset of Full USPTO retrosynthesis dataset with 1.9M reactions from patents (1976-2016). Predict the reactants needed to synthesize the given product. Given the product [OH:16][CH2:15][C@@H:17]([CH2:23][CH2:24][CH2:25][CH3:26])[C:18]([O:20][CH2:21][CH3:22])=[O:19], predict the reactants needed to synthesize it. The reactants are: [Na+].[Cl-].O=C[C@@H]([C@H]([C@@H]([C@@H](CO)O)O)O)O.[CH:15]([CH:17]([CH2:23][CH2:24][CH2:25][CH3:26])[C:18]([O:20][CH2:21][CH3:22])=[O:19])=[O:16].C1N=C(N)C2N=CN([C@@H]3O[C@H](COP(OP(OC[C@H]4O[C@@H](N5C=C(C(N)=O)CC=C5)[C@H](O)[C@@H]4O)(O)=O)(O)=O)[C@@H](O)[C@H]3O)C=2N=1.[OH-].[Na+].